Dataset: Full USPTO retrosynthesis dataset with 1.9M reactions from patents (1976-2016). Task: Predict the reactants needed to synthesize the given product. (1) Given the product [CH3:14][C:7]1[CH:8]=[C:9]([C:11]([NH:17][CH:18]([CH3:20])[CH3:19])=[O:13])[NH:10][C:6]=1[C:4]([O:3][CH2:1][CH3:2])=[O:5], predict the reactants needed to synthesize it. The reactants are: [CH2:1]([O:3][C:4]([C:6]1[NH:10][C:9]([C:11]([OH:13])=O)=[CH:8][C:7]=1[CH3:14])=[O:5])[CH3:2].CC[N:17](C(C)C)[CH:18]([CH3:20])[CH3:19].C(N)(C)C.CN(C(ON1N=NC2C=CC=NC1=2)=[N+](C)C)C.F[P-](F)(F)(F)(F)F. (2) The reactants are: C(=O)([O-])[O-].[K+].[K+].[CH2:7]([NH2:12])[CH2:8][CH:9]([CH3:11])[CH3:10].[CH:13]1[C:22]2[C:17](=[CH:18][CH:19]=[CH:20][CH:21]=2)[CH:16]=[CH:15][C:14]=1[O:23][CH2:24][CH2:25][CH2:26][CH2:27]Cl. Given the product [CH2:7]([NH:12][CH2:27][CH2:26][CH2:25][CH2:24][O:23][C:14]1[CH:15]=[CH:16][C:17]2[C:22](=[CH:21][CH:20]=[CH:19][CH:18]=2)[CH:13]=1)[CH2:8][CH:9]([CH3:11])[CH3:10], predict the reactants needed to synthesize it. (3) Given the product [I:28][C:2]1[N:7]=[C:6]([CH3:8])[N:5]=[C:4]([N:9]([CH2:19][C:20]2[CH:25]=[CH:24][C:23]([O:26][CH3:27])=[CH:22][CH:21]=2)[CH2:10][C:11]2[CH:16]=[CH:15][C:14]([O:17][CH3:18])=[CH:13][CH:12]=2)[N:3]=1, predict the reactants needed to synthesize it. The reactants are: Cl[C:2]1[N:7]=[C:6]([CH3:8])[N:5]=[C:4]([N:9]([CH2:19][C:20]2[CH:25]=[CH:24][C:23]([O:26][CH3:27])=[CH:22][CH:21]=2)[CH2:10][C:11]2[CH:16]=[CH:15][C:14]([O:17][CH3:18])=[CH:13][CH:12]=2)[N:3]=1.[IH:28]. (4) Given the product [C:66]([O:70][C:71]([NH:73][C:74]1[S:78][C:77]([C:79]2[C:84]([F:85])=[CH:83][CH:82]=[CH:81][C:80]=2[F:86])=[N:76][C:75]=1[C:87]([NH:1][C:2]1[CH:3]=[N:4][N:5]([CH3:23])[C:6]=1[N:7]1[CH2:12][CH2:11][CH:10]([CH2:13][N:14]([CH3:22])[C:15](=[O:21])[O:16][C:17]([CH3:18])([CH3:19])[CH3:20])[CH2:9][CH2:8]1)=[O:88])=[O:72])([CH3:69])([CH3:67])[CH3:68], predict the reactants needed to synthesize it. The reactants are: [NH2:1][C:2]1[CH:3]=[N:4][N:5]([CH3:23])[C:6]=1[N:7]1[CH2:12][CH2:11][CH:10]([CH2:13][N:14]([CH3:22])[C:15](=[O:21])[O:16][C:17]([CH3:20])([CH3:19])[CH3:18])[CH2:9][CH2:8]1.CCN(C(C)C)C(C)C.C1CN([P+](ON2N=NC3C=CC=CC2=3)(N2CCCC2)N2CCCC2)CC1.F[P-](F)(F)(F)(F)F.[C:66]([O:70][C:71]([NH:73][C:74]1[S:78][C:77]([C:79]2[C:84]([F:85])=[CH:83][CH:82]=[CH:81][C:80]=2[F:86])=[N:76][C:75]=1[C:87](O)=[O:88])=[O:72])([CH3:69])([CH3:68])[CH3:67]. (5) Given the product [C:37]([O:41][C:42](=[O:43])[NH:44][C@@H:45]1[CH2:50][CH2:49][CH2:48][CH2:47][C@@H:46]1[C:51]([N:19]1[C@@H:20]2[C@@H:15]([C@H:14]([C:8]3[CH:13]=[CH:12][CH:11]=[CH:10][CH:9]=3)[NH:23][C:22]3[CH:24]=[CH:25][CH:26]=[CH:27][C:21]=32)[CH2:16][CH2:17][CH2:18]1)=[O:53])([CH3:38])([CH3:39])[CH3:40], predict the reactants needed to synthesize it. The reactants are: C(O)(C(F)(F)F)=O.[C:8]1([C@@H:14]2[NH:23][C:22]3[CH:24]=[CH:25][CH:26]=[CH:27][C:21]=3[C@H:20]3[C@@H:15]2[CH2:16][CH2:17][CH2:18][N:19]3C(OC(C)(C)C)=O)[CH:13]=[CH:12][CH:11]=[CH:10][CH:9]=1.[OH-].[Na+].[C:37]([O:41][C:42]([NH:44][C@@H:45]1[CH2:50][CH2:49][CH2:48][CH2:47][C@@H:46]1[C:51]([OH:53])=O)=[O:43])([CH3:40])([CH3:39])[CH3:38].C(N(CC)CC)C.CCOC(OC(OCC)=O)=O. (6) Given the product [CH3:13][C:9]1([CH3:14])[O:8][C:7]2[CH:15]=[C:3]([CH:2]=[O:19])[CH:4]=[CH:5][C:6]=2[C:11](=[O:12])[O:10]1, predict the reactants needed to synthesize it. The reactants are: Br[CH:2](Br)[C:3]1[CH:4]=[CH:5][C:6]2[C:11](=[O:12])[O:10][C:9]([CH3:14])([CH3:13])[O:8][C:7]=2[CH:15]=1.CC(C)=[O:19]. (7) Given the product [OH:61][C:57]([CH3:60])([CH3:59])[CH2:58][O:52][N:47]1[C:46]([CH3:54])([CH3:53])[CH2:45][CH:44]([CH2:43][CH2:42][CH2:41][CH2:40][NH:39][C:19]2[N:18]=[C:17]([NH:16][CH2:15][CH2:14][CH2:13][CH2:12][CH:7]3[CH2:6][C:5]([CH3:56])([CH3:55])[N:4]([O:3][CH2:58][C:57]([CH3:60])([OH:61])[CH3:59])[C:9]([CH3:11])([CH3:10])[CH2:8]3)[N:22]=[C:21]([NH:23][CH2:24][CH2:25][CH2:26][CH2:27][CH:28]3[CH2:33][C:32]([CH3:34])([CH3:35])[N:31]([O:36][CH2:58][C:57]([CH3:60])([OH:61])[CH3:59])[C:30]([CH3:38])([CH3:37])[CH2:29]3)[N:20]=2)[CH2:49][C:48]1([CH3:51])[CH3:50], predict the reactants needed to synthesize it. The reactants are: OO.[OH:3][N:4]1[C:9]([CH3:11])([CH3:10])[CH2:8][CH:7]([CH2:12][CH2:13][CH2:14][CH2:15][NH:16][C:17]2[N:22]=[C:21]([NH:23][CH2:24][CH2:25][CH2:26][CH2:27][CH:28]3[CH2:33][C:32]([CH3:35])([CH3:34])[N:31]([OH:36])[C:30]([CH3:38])([CH3:37])[CH2:29]3)[N:20]=[C:19]([NH:39][CH2:40][CH2:41][CH2:42][CH2:43][CH:44]3[CH2:49][C:48]([CH3:51])([CH3:50])[N:47]([OH:52])[C:46]([CH3:54])([CH3:53])[CH2:45]3)[N:18]=2)[CH2:6][C:5]1([CH3:56])[CH3:55].[C:57]([OH:61])([CH3:60])([CH3:59])[CH3:58].S([O-])([O-])=O.[Na+].[Na+].